This data is from Full USPTO retrosynthesis dataset with 1.9M reactions from patents (1976-2016). The task is: Predict the reactants needed to synthesize the given product. (1) Given the product [OH:4][C:5]1[CH:18]=[CH:17][C:16]2[C:7](=[CH:8][C:9]3[C:14]([CH:15]=2)=[CH:13][C:12]([OH:20])=[CH:11][CH:10]=3)[CH:6]=1, predict the reactants needed to synthesize it. The reactants are: [Al].O.N.[OH:4][C:5]1[CH:18]=[CH:17][C:16]2[C:15](=O)[C:14]3[C:9](=[CH:10][CH:11]=[C:12]([OH:20])[CH:13]=3)[C:8](=O)[C:7]=2[CH:6]=1.Cl.C([O-])(O)=O.[Na+]. (2) The reactants are: C[N:2]([C:17]([NH:19][CH2:20][CH2:21][C:22]1[CH:27]=[CH:26][CH:25]=[C:24]([O:28][CH3:29])[CH:23]=1)=[O:18])[C@@H:3]([C:14]([OH:16])=[O:15])[CH2:4][C:5]1[CH:10]=[C:9]([Br:11])[C:8]([OH:12])=[C:7]([Br:13])[CH:6]=1.[OH-].[Li+]. Given the product [Br:11][C:9]1[CH:10]=[C:5]([CH:6]=[C:7]([Br:13])[C:8]=1[OH:12])[CH2:4][C@H:3]([C:14]([OH:16])=[O:15])[NH:2][C:17]([NH:19][CH2:20][CH2:21][C:22]1[CH:27]=[CH:26][CH:25]=[C:24]([O:28][CH3:29])[CH:23]=1)=[O:18], predict the reactants needed to synthesize it.